Dataset: Forward reaction prediction with 1.9M reactions from USPTO patents (1976-2016). Task: Predict the product of the given reaction. (1) Given the reactants [CH:1]1[CH:2]=[CH:3][C:4]([C:7]2([C:14]3[CH:15]=[CH:16][CH:17]=[CH:18][CH:19]=3)[NH:12][C:11]([OH:13])=[N:10][C:8]2=[O:9])=[CH:5][CH:6]=1.O[C:21]1[CH:26]=[CH:25][NH:24][C:23](=[O:27])[CH:22]=1.C(O)C, predict the reaction product. The product is: [CH:17]1[CH:16]=[CH:15][C:14]([C:7]2([C:4]3[CH:3]=[CH:2][CH:1]=[CH:6][CH:5]=3)[NH:12][C:11]([OH:13])=[N:10][C:8]2=[O:9])=[CH:19][CH:18]=1.[NH:24]1[CH:25]=[CH:26][CH:21]=[CH:22][C:23]1=[O:27]. (2) Given the reactants Cl[C:2]1[CH:10]=[CH:9][CH:8]=[C:7]2[C:3]=1[C:4]([NH2:11])=[N:5][NH:6]2.[F:12][C:13]([F:24])([F:23])[C:14]1[CH:19]=[CH:18][CH:17]=[CH:16][C:15]=1B(O)O.P([O-])([O-])([O-])=O.[K+].[K+].[K+], predict the reaction product. The product is: [F:12][C:13]([F:24])([F:23])[C:14]1[CH:19]=[CH:18][CH:17]=[CH:16][C:15]=1[C:2]1[CH:10]=[CH:9][CH:8]=[C:7]2[C:3]=1[C:4]([NH2:11])=[N:5][NH:6]2. (3) Given the reactants [OH:1][C:2]1([C:15]([F:18])([F:17])[F:16])[CH2:7][CH2:6][N:5](C(OC(C)(C)C)=O)[CH2:4][CH2:3]1.FC(F)(F)C(O)=O, predict the reaction product. The product is: [F:18][C:15]([F:16])([F:17])[C:2]1([OH:1])[CH2:3][CH2:4][NH:5][CH2:6][CH2:7]1. (4) Given the reactants [CH:1]([C:4]1[S:8][C:7]([C:9]([O:11]CC)=[O:10])=[N:6][CH:5]=1)([CH3:3])[CH3:2].[OH-].[Li+], predict the reaction product. The product is: [CH:1]([C:4]1[S:8][C:7]([C:9]([OH:11])=[O:10])=[N:6][CH:5]=1)([CH3:3])[CH3:2]. (5) Given the reactants [OH:1][C:2]1[N:7]=[CH:6][N:5]=[C:4]([CH2:8][C:9]2[CH:10]=[C:11]3[C:16](=[CH:17][CH:18]=2)[C:15]([C:19](O)=[O:20])=[CH:14][CH:13]=[CH:12]3)[CH:3]=1.[F:22][C:23]1[CH:29]=[CH:28][C:26]([NH2:27])=[CH:25][C:24]=1[C:30]([F:33])([F:32])[F:31].CCN(CC)CC.CCCP(=O)=O, predict the reaction product. The product is: [F:22][C:23]1[CH:29]=[CH:28][C:26]([NH:27][C:19]([C:15]2[C:16]3[C:11](=[CH:10][C:9]([CH2:8][C:4]4[CH:3]=[C:2]([OH:1])[N:7]=[CH:6][N:5]=4)=[CH:18][CH:17]=3)[CH:12]=[CH:13][CH:14]=2)=[O:20])=[CH:25][C:24]=1[C:30]([F:31])([F:32])[F:33]. (6) The product is: [CH:1]1([CH2:4][O:5][C:6]2[CH:7]=[C:8]([C:9]([NH:11][CH:12]3[CH:13]([C:19]4[CH:24]=[CH:23][C:22]([O:25][CH3:26])=[C:21]([O:27][CH3:28])[CH:20]=4)[CH2:14][CH2:15][CH:16]([O:18][C:37](=[O:39])[CH3:38])[CH2:17]3)=[O:10])[CH:29]=[CH:30][C:31]=2[O:32][CH2:33][CH:34]2[CH2:35][CH2:36]2)[CH2:2][CH2:3]1. Given the reactants [CH:1]1([CH2:4][O:5][C:6]2[CH:7]=[C:8]([CH:29]=[CH:30][C:31]=2[O:32][CH2:33][CH:34]2[CH2:36][CH2:35]2)[C:9]([NH:11][CH:12]2[CH2:17][CH:16]([OH:18])[CH2:15][CH2:14][CH:13]2[C:19]2[CH:24]=[CH:23][C:22]([O:25][CH3:26])=[C:21]([O:27][CH3:28])[CH:20]=2)=[O:10])[CH2:3][CH2:2]1.[C:37](OC(=O)C)(=[O:39])[CH3:38], predict the reaction product. (7) The product is: [CH:46]12[N:49]([CH2:1][CH2:4][C:5]3[CH:6]=[CH:7][C:8]([CH2:9][CH2:10][CH2:11][NH:12][C:13]4[CH:18]=[C:17]([O:19][CH3:20])[C:16]([O:21][CH3:22])=[CH:15][C:14]=4[C@@H:23]4[CH2:32][CH2:31][C:30]5[CH:29]=[C:28]([OH:33])[CH:27]=[CH:26][C:25]=5[CH2:24]4)=[CH:40][CH:41]=3)[CH:43]([CH2:48][CH2:47]1)[CH2:44][CH2:45]2. Given the reactants [C:1]([CH2:4][C:5]1[CH:41]=[CH:40][C:8]([CH2:9][CH2:10][CH2:11][NH:12][C:13]2[CH:18]=[C:17]([O:19][CH3:20])[C:16]([O:21][CH3:22])=[CH:15][C:14]=2[C@@H:23]2[CH2:32][CH2:31][C:30]3[CH:29]=[C:28]([O:33]C(=O)C(C)(C)C)[CH:27]=[CH:26][C:25]=3[CH2:24]2)=[CH:7][CH:6]=1)(O)=O.Cl.[CH:43]12[NH:49][CH:46]([CH2:47][CH2:48]1)[CH2:45][CH2:44]2, predict the reaction product. (8) The product is: [C:34]([OH:42])(=[O:41])[C:35]1[CH:40]=[CH:39][CH:38]=[CH:37][CH:36]=1.[C:7]([C:9]1[CH:14]=[CH:13][CH:12]=[CH:11][C:10]=1[C:15]1[C:16](=[O:33])[N:17]([C:27]2[CH:32]=[CH:31][CH:30]=[CH:29][CH:28]=2)[CH:18]=[C:19]([C:21]2[CH:26]=[CH:25][CH:24]=[CH:23][N:22]=2)[CH:20]=1)#[N:8]. Given the reactants C(C(C)=O)C.O.[C:7]([C:9]1[CH:14]=[CH:13][CH:12]=[CH:11][C:10]=1[C:15]1[C:16](=[O:33])[N:17]([C:27]2[CH:32]=[CH:31][CH:30]=[CH:29][CH:28]=2)[CH:18]=[C:19]([C:21]2[CH:26]=[CH:25][CH:24]=[CH:23][N:22]=2)[CH:20]=1)#[N:8].[C:34]([OH:42])(=[O:41])[C:35]1[CH:40]=[CH:39][CH:38]=[CH:37][CH:36]=1, predict the reaction product. (9) Given the reactants C=O.[O:3]([CH2:10][C@@H:11]1[NH:16][CH2:15][CH2:14][N:13]([C:17]2[C:26]3[CH:25]=[C:24]([CH3:27])[S:23][C:22]=3[NH:21][C:20]3[CH:28]=[CH:29][CH:30]=[CH:31][C:19]=3[N:18]=2)[CH2:12]1)[C:4]1[CH:9]=[CH:8][CH:7]=[CH:6][CH:5]=1.Cl[CH:33](Cl)C.C(O[BH-](OC(=O)C)OC(=O)C)(=O)C.[Na+], predict the reaction product. The product is: [CH3:33][N:16]1[CH2:15][CH2:14][N:13]([C:17]2[C:26]3[CH:25]=[C:24]([CH3:27])[S:23][C:22]=3[NH:21][C:20]3[CH:28]=[CH:29][CH:30]=[CH:31][C:19]=3[N:18]=2)[CH2:12][C@@H:11]1[CH2:10][O:3][C:4]1[CH:9]=[CH:8][CH:7]=[CH:6][CH:5]=1. (10) The product is: [Cl:1][C:2]1[CH:3]=[C:4]2[C:9](=[CH:10][C:11]=1[O:12][CH2:13][C:14]1[CH:19]=[CH:18][CH:17]=[CH:16][N:15]=1)[NH:8][C:7](=[O:20])[C:6]([CH:21]([NH:22][S:23]([C:25]([CH3:28])([CH3:27])[CH3:26])=[O:24])[CH3:29])=[CH:5]2. Given the reactants [Cl:1][C:2]1[CH:3]=[C:4]2[C:9](=[CH:10][C:11]=1[O:12][CH2:13][C:14]1[CH:19]=[CH:18][CH:17]=[CH:16][N:15]=1)[NH:8][C:7](=[O:20])[C:6](/[CH:21]=[N:22]/[S:23]([C:25]([CH3:28])([CH3:27])[CH3:26])=[O:24])=[CH:5]2.[CH2:29](Cl)Cl.C[Mg]Br.O, predict the reaction product.